This data is from Peptide-MHC class II binding affinity with 134,281 pairs from IEDB. The task is: Regression. Given a peptide amino acid sequence and an MHC pseudo amino acid sequence, predict their binding affinity value. This is MHC class II binding data. (1) The peptide sequence is KKRGNHYAFVGVMYNLW. The MHC is DRB1_0404 with pseudo-sequence DRB1_0404. The binding affinity (normalized) is 0.559. (2) The peptide sequence is FFIQSFTMSTALKRL. The MHC is DRB1_1201 with pseudo-sequence DRB1_1201. The binding affinity (normalized) is 0.333. (3) The peptide sequence is ASIVKASFEEGKCGL. The MHC is DRB3_0301 with pseudo-sequence DRB3_0301. The binding affinity (normalized) is 0.408. (4) The peptide sequence is DVTITAPGDSPNTDG. The MHC is DRB3_0101 with pseudo-sequence DRB3_0101. The binding affinity (normalized) is 0.0119. (5) The peptide sequence is TPFSLAEGIVLASAA. The MHC is HLA-DQA10201-DQB10402 with pseudo-sequence HLA-DQA10201-DQB10402. The binding affinity (normalized) is 0. (6) The peptide sequence is GDKVAYALAQGLKVI. The MHC is HLA-DQA10101-DQB10501 with pseudo-sequence HLA-DQA10101-DQB10501. The binding affinity (normalized) is 0.210. (7) The peptide sequence is AEEVKVIPAGELQVI. The binding affinity (normalized) is 0. The MHC is DRB3_0202 with pseudo-sequence DRB3_0202.